From a dataset of Full USPTO retrosynthesis dataset with 1.9M reactions from patents (1976-2016). Predict the reactants needed to synthesize the given product. (1) Given the product [C:27]1([C:36]2[CH:37]=[CH:38][CH:39]=[CH:40][CH:41]=2)[CH:28]=[CH:29][C:30]([C:33]([C:21]2[N:13]3[C:12]([CH2:11][N:10]([C:8](=[O:9])[CH2:7][O:6][C:5]4[CH:24]=[CH:25][C:2]([Cl:1])=[CH:3][C:4]=4[CH3:26])[C:16]4[CH:17]=[CH:18][CH:19]=[CH:20][C:15]=4[CH2:14]3)=[CH:23][CH:22]=2)=[O:34])=[CH:31][CH:32]=1, predict the reactants needed to synthesize it. The reactants are: [Cl:1][C:2]1[CH:25]=[CH:24][C:5]([O:6][CH2:7][C:8]([N:10]2[C:16]3[CH:17]=[CH:18][CH:19]=[CH:20][C:15]=3[CH2:14][N:13]3[CH:21]=[CH:22][CH:23]=[C:12]3[CH2:11]2)=[O:9])=[C:4]([CH3:26])[CH:3]=1.[C:27]1([C:36]2[CH:41]=[CH:40][CH:39]=[CH:38][CH:37]=2)[CH:32]=[CH:31][C:30]([C:33](Cl)=[O:34])=[CH:29][CH:28]=1. (2) Given the product [Cl:1][C:2]1[C:10]2[N:9]=[C:8]3[N:11]([C:15]4[CH:20]=[CH:19][C:18]([Cl:21])=[CH:17][C:16]=4[Cl:22])[CH2:12][CH2:13][CH2:14][N:7]3[C:6]=2[C:5]([CH:23]([NH:26][CH2:42][C:43]([F:46])([F:45])[F:44])[CH2:24][CH3:25])=[CH:4][CH:3]=1, predict the reactants needed to synthesize it. The reactants are: [Cl:1][C:2]1[C:10]2[N:9]=[C:8]3[N:11]([C:15]4[CH:20]=[CH:19][C:18]([Cl:21])=[CH:17][C:16]=4[Cl:22])[CH2:12][CH2:13][CH2:14][N:7]3[C:6]=2[C:5]([CH:23]([NH2:26])[CH2:24][CH3:25])=[CH:4][CH:3]=1.C(N(C(C)C)C(C)C)C.FC(F)(F)S(O[CH2:42][C:43]([F:46])([F:45])[F:44])(=O)=O.O. (3) Given the product [Cl:1][C:2]1[N:7]=[C:6]([C:8]([NH:11][C:12]2[CH:17]=[CH:16][N:15]=[CH:14][CH:13]=2)=[O:10])[CH:5]=[CH:4][CH:3]=1, predict the reactants needed to synthesize it. The reactants are: [Cl:1][C:2]1[N:7]=[C:6]([C:8]([OH:10])=O)[CH:5]=[CH:4][CH:3]=1.[NH2:11][C:12]1[CH:17]=[CH:16][N:15]=[CH:14][CH:13]=1.C(N(CC)CC)C.ClCCl. (4) Given the product [Br:1][CH2:2][CH2:3][S:22]([C:12]1[CH:13]=[CH:14][CH:15]=[CH:16][CH:17]=1)(=[O:25])=[O:23], predict the reactants needed to synthesize it. The reactants are: [Br:1][CH2:2][CH2:3]SC1C=CC=CC=1.Cl[C:12]1[CH:13]=[C:14](C(OO)=O)[CH:15]=[CH:16][CH:17]=1.[S:22]([O-:25])([O-])=[O:23].[Na+].[Na+]. (5) Given the product [OH:13][C:14]1[C:15]([C:22]2([CH2:43][OH:42])[C:30]3[C:25](=[CH:26][CH:27]=[CH:28][CH:29]=3)[N:24]([CH2:31][C:32]3[O:33][C:34]([C:37]([F:40])([F:39])[F:38])=[CH:35][CH:36]=3)[C:23]2=[O:41])=[CH:16][C:17]([O:20][CH3:21])=[N:18][CH:19]=1, predict the reactants needed to synthesize it. The reactants are: C(NC(C)C)(C)C.C([Li])CCC.[OH:13][C:14]1[C:15]([CH:22]2[C:30]3[C:25](=[CH:26][CH:27]=[CH:28][CH:29]=3)[N:24]([CH2:31][C:32]3[O:33][C:34]([C:37]([F:40])([F:39])[F:38])=[CH:35][CH:36]=3)[C:23]2=[O:41])=[CH:16][C:17]([O:20][CH3:21])=[N:18][CH:19]=1.[O:42]1CCC[CH2:43]1.